From a dataset of Peptide-MHC class I binding affinity with 185,985 pairs from IEDB/IMGT. Regression. Given a peptide amino acid sequence and an MHC pseudo amino acid sequence, predict their binding affinity value. This is MHC class I binding data. (1) The peptide sequence is KMSPGYVLGV. The MHC is HLA-A02:06 with pseudo-sequence HLA-A02:06. The binding affinity (normalized) is 0.607. (2) The peptide sequence is TTNQQAELEAF. The MHC is Mamu-B17 with pseudo-sequence Mamu-B17. The binding affinity (normalized) is 0. (3) The peptide sequence is EFIPNLFCM. The MHC is HLA-B51:01 with pseudo-sequence HLA-B51:01. The binding affinity (normalized) is 0.213. (4) The peptide sequence is SQGREAAVS. The MHC is HLA-B15:01 with pseudo-sequence HLA-B15:01. The binding affinity (normalized) is 0.0573. (5) The peptide sequence is RPRRASSPF. The MHC is HLA-B46:01 with pseudo-sequence HLA-B46:01. The binding affinity (normalized) is 0.0847. (6) The binding affinity (normalized) is 0.0847. The MHC is HLA-B51:01 with pseudo-sequence HLA-B51:01. The peptide sequence is HSGFIYFGK. (7) The peptide sequence is EINPFYQDV. The MHC is HLA-A02:19 with pseudo-sequence HLA-A02:19. The binding affinity (normalized) is 0.412. (8) The binding affinity (normalized) is 0.680. The peptide sequence is IAVITETIPI. The MHC is HLA-A02:03 with pseudo-sequence HLA-A02:03. (9) The peptide sequence is SHAKVLVTF. The binding affinity (normalized) is 0.0847. The MHC is HLA-A69:01 with pseudo-sequence HLA-A69:01.